From a dataset of Forward reaction prediction with 1.9M reactions from USPTO patents (1976-2016). Predict the product of the given reaction. (1) Given the reactants [Cl:1][C:2]1[CH:19]=[CH:18][CH:17]=[C:16]([Cl:20])[C:3]=1[C:4]([NH:6][CH2:7][CH2:8][N:9]1[CH2:14][CH2:13][CH:12]([OH:15])[CH2:11][CH2:10]1)=[O:5].CC(C)=O.OS(O)(=O)=O.O=[Cr](=O)=O.O.O.[Cr](O[Cr]([O-])(=O)=O)([O-])(=O)=O.[Na+].[Na+].S(=O)(=O)(O)O, predict the reaction product. The product is: [Cl:1][C:2]1[CH:19]=[CH:18][CH:17]=[C:16]([Cl:20])[C:3]=1[C:4]([NH:6][CH2:7][CH2:8][N:9]1[CH2:14][CH2:13][C:12](=[O:15])[CH2:11][CH2:10]1)=[O:5]. (2) Given the reactants C([O:8][C:9]1[C:14](=[O:15])[N:13]2[CH:16]=[C:17]([CH3:19])[S:18][C:12]2=[N:11][C:10]=1[C:20]1[S:21][C:22]([CH2:25][C:26]2[CH:31]=[CH:30][C:29]([F:32])=[CH:28][CH:27]=2)=[CH:23][N:24]=1)C1C=CC=CC=1, predict the reaction product. The product is: [F:32][C:29]1[CH:30]=[CH:31][C:26]([CH2:25][C:22]2[S:21][C:20]([C:10]3[N:11]=[C:12]4[S:18][C:17]([CH3:19])=[CH:16][N:13]4[C:14](=[O:15])[C:9]=3[OH:8])=[N:24][CH:23]=2)=[CH:27][CH:28]=1. (3) Given the reactants [OH:1][CH2:2][C@H:3]([CH3:8])[C:4]([O:6][CH3:7])=[O:5].N1C=CN=C1.[Si:14](Cl)([C:27]([CH3:30])([CH3:29])[CH3:28])([C:21]1[CH:26]=[CH:25][CH:24]=[CH:23][CH:22]=1)[C:15]1[CH:20]=[CH:19][CH:18]=[CH:17][CH:16]=1, predict the reaction product. The product is: [C:27]([Si:14]([C:21]1[CH:26]=[CH:25][CH:24]=[CH:23][CH:22]=1)([C:15]1[CH:16]=[CH:17][CH:18]=[CH:19][CH:20]=1)[O:1][CH2:2][C@H:3]([CH3:8])[C:4]([O:6][CH3:7])=[O:5])([CH3:30])([CH3:28])[CH3:29]. (4) Given the reactants [CH:1]([C:4]1[N:5]=[C:6]([CH2:9][CH2:10][C:11]2[CH:32]=[CH:31][N:14]3[C:15](=[O:30])[C:16](/[CH:25]=[CH:26]/[C:27](O)=[O:28])=[C:17]([N:19]4[CH2:24][CH2:23][O:22][CH2:21][CH2:20]4)[N:18]=[C:13]3[CH:12]=2)[S:7][CH:8]=1)([CH3:3])[CH3:2].[C:33]([O:37][C:38]([NH:40][CH2:41][CH2:42][CH2:43][S:44]([NH2:47])(=[O:46])=[O:45])=[O:39])([CH3:36])([CH3:35])[CH3:34].Cl.C(N=C=NCCCN(C)C)C.C(OCC)(=O)C, predict the reaction product. The product is: [CH:1]([C:4]1[N:5]=[C:6]([CH2:9][CH2:10][C:11]2[CH:32]=[CH:31][N:14]3[C:15](=[O:30])[C:16](/[CH:25]=[CH:26]/[C:27]([NH:47][S:44]([CH2:43][CH2:42][CH2:41][NH:40][C:38]([O:37][C:33]([CH3:36])([CH3:35])[CH3:34])=[O:39])(=[O:45])=[O:46])=[O:28])=[C:17]([N:19]4[CH2:20][CH2:21][O:22][CH2:23][CH2:24]4)[N:18]=[C:13]3[CH:12]=2)[S:7][CH:8]=1)([CH3:3])[CH3:2]. (5) Given the reactants [Br:1][C:2]1[CH:3]=[N:4][C:5]2[N:6]([N:8]=[C:9]([C:11]([OH:13])=O)[CH:10]=2)[CH:7]=1.[CH3:14][S:15]([C:18]1[CH:19]=[C:20]2[C:25](=[CH:26][CH:27]=1)[N:24]([CH3:28])[NH:23][CH2:22][CH2:21]2)(=[O:17])=[O:16], predict the reaction product. The product is: [Br:1][C:2]1[CH:3]=[N:4][C:5]2[N:6]([N:8]=[C:9]([C:11]([N:23]3[CH2:22][CH2:21][C:20]4[C:25](=[CH:26][CH:27]=[C:18]([S:15]([CH3:14])(=[O:17])=[O:16])[CH:19]=4)[N:24]3[CH3:28])=[O:13])[CH:10]=2)[CH:7]=1. (6) The product is: [CH3:16][O:15][C:14]1[C:13]([O:21][CH3:22])=[CH:20][CH:19]=[CH:18][C:17]=1[C:5]([C:7]1[CH:8]=[CH:9][N:10]=[CH:11][CH:12]=1)=[O:6]. Given the reactants COCN[C:5]([C:7]1[CH:12]=[CH:11][N:10]=[CH:9][CH:8]=1)=[O:6].[C:13]1([O:21][CH3:22])[C:14](=[CH:17][CH:18]=[CH:19][CH:20]=1)[O:15][CH3:16], predict the reaction product. (7) Given the reactants S(=O)(=O)(O)O.[Br:6][C:7]1[CH:8]=[C:9]([OH:13])[CH:10]=[CH:11][CH:12]=1.[C:14](OC(=O)C)(=[O:16])[CH3:15], predict the reaction product. The product is: [C:14]([O:13][C:9]1[CH:10]=[CH:11][CH:12]=[C:7]([Br:6])[CH:8]=1)(=[O:16])[CH3:15]. (8) Given the reactants [CH2:1]([NH2:7])[CH2:2][CH2:3][CH2:4][CH2:5][CH3:6].[CH2:8]=[C:9]1[O:13][C:11](=[O:12])[CH2:10]1, predict the reaction product. The product is: [CH2:1]([NH:7][C:11](=[O:12])[CH2:10][C:9](=[O:13])[CH3:8])[CH2:2][CH2:3][CH2:4][CH2:5][CH3:6]. (9) Given the reactants [CH2:1]([N:8]1[C:16]2[C:11](=[CH:12][CH:13]=[CH:14][CH:15]=2)[C:10]([CH:17]=[N:18][NH:19][C:20](=[S:22])[NH2:21])=[CH:9]1)[C:2]1[CH:7]=[CH:6][CH:5]=[CH:4][CH:3]=1.Br[CH2:24][C:25]([C:27]1[CH:32]=[CH:31][CH:30]=[CH:29][CH:28]=1)=O.[CH2:33]1COCC1, predict the reaction product. The product is: [CH2:1]([N:8]1[C:16]2[C:11](=[CH:12][CH:13]=[CH:14][CH:15]=2)[C:10]([C:17](=[N:18][NH:19][C:20]2[S:22][CH:24]=[C:25]([C:27]3[CH:32]=[CH:31][CH:30]=[CH:29][CH:28]=3)[N:21]=2)[CH3:33])=[CH:9]1)[C:2]1[CH:3]=[CH:4][CH:5]=[CH:6][CH:7]=1.